Dataset: Full USPTO retrosynthesis dataset with 1.9M reactions from patents (1976-2016). Task: Predict the reactants needed to synthesize the given product. Given the product [CH2:14]([O:13][C:11](=[O:12])[C:10]1[CH:16]=[CH:17][CH:18]=[C:8]([C:7]2[CH:6]=[CH:5][N:4]=[CH:3][C:2]=2[C:32]2[CH:33]=[C:34]([Cl:36])[CH:35]=[CH:30][C:31]=2[O:40][CH2:37][C:43]2[CH:48]=[CH:47][CH:46]=[CH:45][CH:44]=2)[CH:9]=1)[CH3:15], predict the reactants needed to synthesize it. The reactants are: Br[C:2]1[CH:3]=[N:4][CH:5]=[CH:6][C:7]=1[C:8]1[CH:9]=[C:10]([CH:16]=[CH:17][CH:18]=1)[C:11]([O:13][CH2:14][CH3:15])=[O:12].C(OOB([C:30]1[CH:35]=[C:34]([Cl:36])[CH:33]=[CH:32][CH:31]=1)O)C1C=CC=CC=1.[C:37](=[O:40])([O-])[O-].[K+].[K+].[C:43]1(C)[CH:48]=[CH:47][CH:46]=[CH:45][CH:44]=1.C(O)C.